This data is from Forward reaction prediction with 1.9M reactions from USPTO patents (1976-2016). The task is: Predict the product of the given reaction. (1) Given the reactants [C:1]([O:5][C:6](=[O:24])[NH:7][C@H:8]1[CH2:12][CH2:11][N:10]([CH2:13][C:14]2[CH:19]=C[C:17](C#N)=[C:16](N)[CH:15]=2)[C:9]1=[O:23])([CH3:4])([CH3:3])[CH3:2].[N:25]1[CH:30]=[N:29][CH:28]=[N:27][CH:26]=1.C(O)(=O)C, predict the reaction product. The product is: [C:1]([O:5][C:6](=[O:24])[NH:7][C@H:8]1[CH2:12][CH2:11][N:10]([CH2:13][C:14]2[CH:19]=[C:26]3[C:17]([C:30]([NH2:25])=[N:29][CH:28]=[N:27]3)=[CH:16][CH:15]=2)[C:9]1=[O:23])([CH3:4])([CH3:2])[CH3:3]. (2) Given the reactants [F:1][C:2]1[CH:7]=[CH:6][C:5]([C:8]2[C:12]([CH2:13][O:14][C:15]3[CH:23]=[CH:22][C:18]([C:19]([OH:21])=O)=[CH:17][N:16]=3)=[C:11]([CH3:24])[O:10][N:9]=2)=[CH:4][CH:3]=1.[NH2:25][CH:26]1[CH2:31][CH2:30][O:29][CH2:28][CH2:27]1, predict the reaction product. The product is: [F:1][C:2]1[CH:3]=[CH:4][C:5]([C:8]2[C:12]([CH2:13][O:14][C:15]3[CH:23]=[CH:22][C:18]([C:19]([NH:25][CH:26]4[CH2:31][CH2:30][O:29][CH2:28][CH2:27]4)=[O:21])=[CH:17][N:16]=3)=[C:11]([CH3:24])[O:10][N:9]=2)=[CH:6][CH:7]=1. (3) Given the reactants S(=O)(=O)(O)O.[N+:6]([O-:9])(O)=[O:7].[Cl:10][C:11]1[CH:20]=[CH:19][C:18]2[C:13](=[CH:14][CH:15]=[CH:16][CH:17]=2)[N:12]=1, predict the reaction product. The product is: [Cl:10][C:11]1[CH:20]=[CH:19][C:18]2[C:13](=[CH:14][CH:15]=[CH:16][C:17]=2[N+:6]([O-:9])=[O:7])[N:12]=1. (4) Given the reactants C(O)=O.[C:4]([NH:8][S:9]([C:12]1[C:13]([C:18]2[CH:23]=[CH:22][C:21]([NH:24][CH2:25][C:26]3[CH:31]=[N:30][C:29]([CH3:32])=[C:28]4[O:33]C(C)(C)[O:35][CH2:36][C:27]=34)=[CH:20][CH:19]=2)=[CH:14][CH:15]=[CH:16][CH:17]=1)(=[O:11])=[O:10])([CH3:7])([CH3:6])[CH3:5], predict the reaction product. The product is: [C:4]([NH:8][S:9]([C:12]1[C:13]([C:18]2[CH:19]=[CH:20][C:21]([NH:24][CH2:25][C:26]3[CH:31]=[N:30][C:29]([CH3:32])=[C:28]([OH:33])[C:27]=3[CH2:36][OH:35])=[CH:22][CH:23]=2)=[CH:14][CH:15]=[CH:16][CH:17]=1)(=[O:11])=[O:10])([CH3:7])([CH3:6])[CH3:5]. (5) Given the reactants [Br:1][C:2]1[CH:7]=[CH:6][C:5]([N+:8]([O-])=O)=[CH:4][C:3]=1[Cl:11].CCO.[Cl-].[NH4+].O, predict the reaction product. The product is: [Br:1][C:2]1[CH:7]=[CH:6][C:5]([NH2:8])=[CH:4][C:3]=1[Cl:11]. (6) Given the reactants Cl[Si](Cl)(C)C.[O:6]=[C:7]1[C:16]2[C:11](=[CH:12][CH:13]=[C:14]([S:17](Cl)(=O)=O)[CH:15]=2)[CH2:10][CH2:9][NH:8]1.CN1CCN(C)C1=O, predict the reaction product. The product is: [SH:17][C:14]1[CH:15]=[C:16]2[C:11]([CH2:10][CH2:9][NH:8][C:7]2=[O:6])=[CH:12][CH:13]=1.